This data is from Experimentally validated miRNA-target interactions with 360,000+ pairs, plus equal number of negative samples. The task is: Binary Classification. Given a miRNA mature sequence and a target amino acid sequence, predict their likelihood of interaction. The miRNA is hsa-miR-93-5p with sequence CAAAGUGCUGUUCGUGCAGGUAG. The protein sequence of the target gene is MALHVPKAPGFAQMLKEGAKHFSGLEEAVYRNIQACKELAQTTRTAYGPNGMNKMVINHLEKLFVTNDAATILRELEVQHPAAKMIVMASHMQEQEVGDGTNFVLVFAGALLELAEELLRIGLSVSEVIEGYEIACRKAHEILPNLVCCSAKNLRDIDEVSSLLRTSIMSKQYGNEVFLAKLIAQACVSIFPDSGHFNVDNIRVCKILGSGISSSSVLHGMVFKKETEGDVTSVKDAKIAVYSCPFDGMITETKGTVLIKTAEELMNFSKGEENLMDAQVKAIADTGANVVVTGGKVADM.... Result: 1 (interaction).